This data is from Full USPTO retrosynthesis dataset with 1.9M reactions from patents (1976-2016). The task is: Predict the reactants needed to synthesize the given product. (1) Given the product [NH2:21][C:16]1[N:17]=[C:18]([CH3:20])[N:19]=[C:14]([C:3]2[CH:4]=[CH:5][C:6]([C:8]3[CH:9]=[N:10][CH:11]=[CH:12][CH:13]=3)=[N:7][C:2]=2[NH:49][C:43]2[CH:44]=[N:45][C:46]([O:47][CH3:48])=[C:41]([F:40])[CH:42]=2)[N:15]=1, predict the reactants needed to synthesize it. The reactants are: F[C:2]1[N:7]=[C:6]([C:8]2[CH:9]=[N:10][CH:11]=[CH:12][CH:13]=2)[CH:5]=[CH:4][C:3]=1[C:14]1[N:19]=[C:18]([CH3:20])[N:17]=[C:16]([N:21](CC2C=CC(OC)=CC=2)CC2C=CC(OC)=CC=2)[N:15]=1.[F:40][C:41]1[CH:42]=[C:43]([NH2:49])[CH:44]=[N:45][C:46]=1[O:47][CH3:48]. (2) The reactants are: [C:1]1(=[O:11])[O:6][C:4](=O)[C:3]2=[CH:7][CH:8]=[CH:9][CH:10]=[C:2]12.[NH2:12][CH2:13][CH2:14][C:15]([OH:17])=[O:16]. Given the product [CH:8]1[CH:7]=[C:3]2[C:4]([N:12]([CH2:13][CH2:14][C:15]([OH:17])=[O:16])[C:1](=[O:11])[C:2]2=[CH:10][CH:9]=1)=[O:6], predict the reactants needed to synthesize it. (3) Given the product [Cl:24][C:23]1([Cl:26])[CH2:10][C:9]1([C:3]1[C:4]([F:8])=[CH:5][CH:6]=[CH:7][C:2]=1[F:1])[S:11]([C:14]1[CH2:18][C:17]([CH3:20])([CH3:19])[O:16][N:15]=1)(=[O:13])=[O:12], predict the reactants needed to synthesize it. The reactants are: [F:1][C:2]1[CH:7]=[CH:6][CH:5]=[C:4]([F:8])[C:3]=1[C:9]([S:11]([C:14]1[CH2:18][C:17]([CH3:20])([CH3:19])[O:16][N:15]=1)(=[O:13])=[O:12])=[CH2:10].[OH-].[Na+].[CH:23]([Cl:26])(Cl)[Cl:24]. (4) Given the product [CH3:28][O:29][C:30]1[N:31]=[CH:32][C:33]([C:2]2[N:3]=[C:4]([N:22]3[CH2:27][CH2:26][O:25][CH2:24][CH2:23]3)[C:5]3[S:10][C:9]([CH2:11][N:12]4[CH2:17][CH2:16][NH:15][CH2:14][CH2:13]4)=[CH:8][C:6]=3[N:7]=2)=[CH:34][CH:35]=1, predict the reactants needed to synthesize it. The reactants are: Cl[C:2]1[N:3]=[C:4]([N:22]2[CH2:27][CH2:26][O:25][CH2:24][CH2:23]2)[C:5]2[S:10][C:9]([CH2:11][N:12]3[CH2:17][CH2:16][N:15](S(C)(=O)=O)[CH2:14][CH2:13]3)=[CH:8][C:6]=2[N:7]=1.[CH3:28][O:29][C:30]1[CH:35]=[CH:34][C:33](B(O)O)=[CH:32][N:31]=1. (5) Given the product [CH2:23]([O:24][C:5]([CH:2]1[CH2:3][CH2:4]1)=[N:21][CH2:20][C:19]#[N:18])[CH3:22], predict the reactants needed to synthesize it. The reactants are: Cl.[CH:2]1([CH2:5]C(=N)OCC)[CH2:4][CH2:3]1.C(=O)([O-])[O-].[K+].[K+].Cl.[NH2:18][CH2:19][C:20]#[N:21].[CH3:22][CH2:23][O:24]CC. (6) Given the product [O:54]1[CH2:53][CH2:52][CH:51]([O:50][CH2:49][CH2:48][O:47][C:46]2[CH:57]=[CH:58][C:43]([C:17]3[C:18]4[C:23](=[CH:22][C:21]([C:24]([O:26][CH2:27][CH2:28][Si:29]([CH3:32])([CH3:31])[CH3:30])=[O:25])=[CH:20][CH:19]=4)[CH:14]=[CH:15][N:16]=3)=[CH:44][CH:45]=2)[CH2:56][CH2:55]1, predict the reactants needed to synthesize it. The reactants are: C1(C)C=CC=CC=1.FC(F)(F)S(O[C:14]1[C:23]2[C:18](=[CH:19][CH:20]=[C:21]([C:24]([O:26][CH2:27][CH2:28][Si:29]([CH3:32])([CH3:31])[CH3:30])=[O:25])[CH:22]=2)[CH:17]=[N:16][CH:15]=1)(=O)=O.CC1(C)C(C)(C)OB([C:43]2[CH:58]=[CH:57][C:46]([O:47][CH2:48][CH2:49][O:50][CH:51]3[CH2:56][CH2:55][O:54][CH2:53][CH2:52]3)=[CH:45][CH:44]=2)O1.C(=O)([O-])[O-].[K+].[K+].